Dataset: Catalyst prediction with 721,799 reactions and 888 catalyst types from USPTO. Task: Predict which catalyst facilitates the given reaction. (1) Reactant: CC(C)(C)C([O:5][C:6]1[CH:11]=[CH:10][C:9]([C:12]([C:30]2[CH:35]=[CH:34][C:33]([O:36]C(=O)C(C)(C)C)=[CH:32][CH:31]=2)=[C:13]([C:18]2[CH:23]=[CH:22][CH:21]=[C:20]([O:24][CH2:25][CH2:26][N:27]([CH3:29])[CH3:28])[CH:19]=2)[CH2:14][CH2:15][CH2:16][CH3:17])=[CH:8][CH:7]=1)=O.C1COCC1. The catalyst class is: 5. Product: [CH3:29][N:27]([CH3:28])[CH2:26][CH2:25][O:24][C:20]1[CH:19]=[C:18]([C:13]([CH2:14][CH2:15][CH2:16][CH3:17])=[C:12]([C:30]2[CH:31]=[CH:32][C:33]([OH:36])=[CH:34][CH:35]=2)[C:9]2[CH:10]=[CH:11][C:6]([OH:5])=[CH:7][CH:8]=2)[CH:23]=[CH:22][CH:21]=1. (2) The catalyst class is: 171. Reactant: [CH3:1][CH:2]([O:4][C@H:5]1[CH2:10][CH2:9][C@H:8]([N:11]2[CH2:16][CH2:15][CH:14]([NH:17][C:18]3[CH:23]=[C:22]([CH3:24])[CH:21]=[CH:20][C:19]=3[N+:25]([O-])=O)[CH2:13][CH2:12]2)[CH2:7][CH2:6]1)[CH3:3].O.NN. Product: [NH2:25][C:19]1[CH:20]=[CH:21][C:22]([CH3:24])=[CH:23][C:18]=1[NH:17][CH:14]1[CH2:13][CH2:12][N:11]([C@H:8]2[CH2:9][CH2:10][C@H:5]([O:4][CH:2]([CH3:3])[CH3:1])[CH2:6][CH2:7]2)[CH2:16][CH2:15]1. (3) Reactant: [F:1][C:2]1[C:11]2[O:10][CH2:9][CH:8]([NH:12][CH2:13][CH:14]3[CH2:26][C:25]4[C:24]5[C:19](=[CH:20][CH:21]=[C:22]([F:27])[CH:23]=5)[NH:18][C:17]=4[CH2:16][CH2:15]3)[CH2:7][C:6]=2[C:5]([C:28]([NH2:30])=[O:29])=[CH:4][CH:3]=1.[C:31]1(=O)[CH2:34][CH2:33][CH2:32]1.C([BH3-])#N.[Na+].Cl. Product: [CH:31]1([N:12]([CH2:13][CH:14]2[CH2:26][C:25]3[C:24]4[C:19](=[CH:20][CH:21]=[C:22]([F:27])[CH:23]=4)[NH:18][C:17]=3[CH2:16][CH2:15]2)[CH:8]2[CH2:7][C:6]3[C:5]([C:28]([NH2:30])=[O:29])=[CH:4][CH:3]=[C:2]([F:1])[C:11]=3[O:10][CH2:9]2)[CH2:34][CH2:33][CH2:32]1. The catalyst class is: 130. (4) Reactant: CCCCCCC.O1CCCC1.C(C1C=CC=CC=1)C.C([N-]C(C)C)(C)C.[Li+].[C:29]([C:33]1[N:37]=[C:36]([CH2:38][C:39]#[N:40])[NH:35][N:34]=1)([CH3:32])([CH3:31])[CH3:30].C[O:42][CH:43]=[C:44]([C:50]1[CH:55]=[CH:54][CH:53]=[CH:52][CH:51]=1)[C:45](OCC)=O.[Cl-].[NH4+]. Product: [C:29]([C:33]1[N:37]=[C:36]2[C:38]([C:39]#[N:40])=[CH:45][C:44]([C:50]3[CH:55]=[CH:54][CH:53]=[CH:52][CH:51]=3)=[C:43]([OH:42])[N:35]2[N:34]=1)([CH3:32])([CH3:30])[CH3:31]. The catalyst class is: 7.